From a dataset of Forward reaction prediction with 1.9M reactions from USPTO patents (1976-2016). Predict the product of the given reaction. (1) Given the reactants [CH3:1][O:2][C:3](=[O:21])[NH:4][C:5]1[CH:10]=[CH:9][C:8]([NH:11][CH2:12][C@H:13]2[CH2:18][CH2:17][CH2:16][CH2:15][N:14]2[CH3:19])=[C:7]([NH2:20])[CH:6]=1.[CH3:22][C:23]([CH3:28])([CH3:27])[C:24](Cl)=O, predict the reaction product. The product is: [CH3:1][O:2][C:3](=[O:21])[NH:4][C:5]1[CH:10]=[CH:9][C:8]2[N:11]([CH2:12][C@H:13]3[CH2:18][CH2:17][CH2:16][CH2:15][N:14]3[CH3:19])[C:22]([C:23]([CH3:28])([CH3:27])[CH3:24])=[N:20][C:7]=2[CH:6]=1. (2) Given the reactants [F:1][C:2]([F:41])([F:40])[C:3]1[CH:4]=[C:5]([C@H:13]([N:15]([CH3:39])[C:16]([N:18]2[CH2:30][CH2:29][C@:21]3([NH:25][C@@H:24]([C:26]([NH2:28])=[O:27])[CH2:23][CH2:22]3)[CH2:20][C@@H:19]2[C:31]2[CH:36]=[CH:35][C:34]([F:37])=[CH:33][C:32]=2[CH3:38])=[O:17])[CH3:14])[CH:6]=[C:7]([C:9]([F:12])([F:11])[F:10])[CH:8]=1.[ClH:42], predict the reaction product. The product is: [ClH:42].[F:41][C:2]([F:1])([F:40])[C:3]1[CH:4]=[C:5]([C@H:13]([N:15]([CH3:39])[C:16]([N:18]2[CH2:30][CH2:29][C@:21]3([NH:25][C@@H:24]([C:26]([NH2:28])=[O:27])[CH2:23][CH2:22]3)[CH2:20][C@@H:19]2[C:31]2[CH:36]=[CH:35][C:34]([F:37])=[CH:33][C:32]=2[CH3:38])=[O:17])[CH3:14])[CH:6]=[C:7]([C:9]([F:10])([F:11])[F:12])[CH:8]=1. (3) The product is: [C:1]([O:5][C:6]([N:8]1[CH:12]=[CH:11][C:10]([CH2:13][Br:14])=[N:9]1)=[O:7])([CH3:4])([CH3:3])[CH3:2]. Given the reactants [C:1]([O:5][C:6]([N:8]1[CH:12]=[CH:11][C:10]([CH3:13])=[N:9]1)=[O:7])([CH3:4])([CH3:3])[CH3:2].[Br:14]N1C(=O)CCC1=O.C(OOC(=O)C1C=CC=CC=1)(=O)C1C=CC=CC=1, predict the reaction product.